This data is from Forward reaction prediction with 1.9M reactions from USPTO patents (1976-2016). The task is: Predict the product of the given reaction. Given the reactants [NH2:1][N:2]1[C:6](=[O:7])[CH2:5][S:4][C:3]1=[S:8].[O:9]([C:16]1[CH:23]=[CH:22][C:19]([CH:20]=O)=[CH:18][CH:17]=1)[C:10]1[CH:15]=[CH:14][CH:13]=[CH:12][CH:11]=1.N1CCCCC1, predict the reaction product. The product is: [NH2:1][N:2]1[C:6](=[O:7])[C:5](=[CH:20][C:19]2[CH:22]=[CH:23][C:16]([O:9][C:10]3[CH:11]=[CH:12][CH:13]=[CH:14][CH:15]=3)=[CH:17][CH:18]=2)[S:4][C:3]1=[S:8].